From a dataset of Peptide-MHC class I binding affinity with 185,985 pairs from IEDB/IMGT. Regression. Given a peptide amino acid sequence and an MHC pseudo amino acid sequence, predict their binding affinity value. This is MHC class I binding data. (1) The peptide sequence is TPQASTTEAI. The MHC is HLA-B51:01 with pseudo-sequence HLA-B51:01. The binding affinity (normalized) is 0.0719. (2) The peptide sequence is FYHISTGGY. The MHC is HLA-B39:01 with pseudo-sequence HLA-B39:01. The binding affinity (normalized) is 0.0847. (3) The peptide sequence is TYYPQVVLG. The MHC is HLA-A11:01 with pseudo-sequence HLA-A11:01. The binding affinity (normalized) is 0.211. (4) The peptide sequence is MQTMLFTMLR. The MHC is Patr-A0101 with pseudo-sequence Patr-A0101. The binding affinity (normalized) is 0.344. (5) The peptide sequence is YHDPETAAA. The MHC is HLA-B07:02 with pseudo-sequence HLA-B07:02. The binding affinity (normalized) is 0.213.